This data is from Forward reaction prediction with 1.9M reactions from USPTO patents (1976-2016). The task is: Predict the product of the given reaction. (1) Given the reactants [OH:1][CH2:2][CH:3]([CH2:5][OH:6])[OH:4].[C:7]([O-:11])(=[O:10])[CH:8]=[CH2:9].[C:12]([O-:17])(=[O:16])[C:13](C)=[CH2:14].[CH3:18][C:19]([CH3:21])=O, predict the reaction product. The product is: [OH:1][CH2:2][CH:3]([CH2:5][OH:6])[OH:4].[C:12]([OH:17])(=[O:16])/[CH:9]=[CH:8]/[C:7]([OH:11])=[O:10].[C:12]([OH:17])(=[O:16])[CH2:13][CH2:14][CH2:18][CH2:19][CH2:21][CH2:2][CH2:9][CH2:8][C:7]([OH:11])=[O:10]. (2) Given the reactants [F:1][C:2]1[CH:22]=[CH:21][C:20]([F:23])=[CH:19][C:3]=1[CH2:4][CH:5]1[CH2:10][CH:9]([C:11]([O:13]C)=[O:12])[CH2:8][CH2:7][N:6]1[C:15]([O:17][CH3:18])=[O:16].[Br-].[Li+].C(N(CC)CC)C.CC(OC)(C)C, predict the reaction product. The product is: [F:1][C:2]1[CH:22]=[CH:21][C:20]([F:23])=[CH:19][C:3]=1[CH2:4][CH:5]1[CH2:10][CH:9]([C:11]([OH:13])=[O:12])[CH2:8][CH2:7][N:6]1[C:15]([O:17][CH3:18])=[O:16]. (3) The product is: [CH3:1][O:2][C:3]1[CH:4]=[C:5]2[C:10](=[CH:11][C:12]=1[O:13][CH3:14])[N:9]=[CH:8][CH:7]=[C:6]2[O:15][C:16]1[C:22]([CH3:23])=[CH:21][C:19]([NH:20][C:26](=[O:28])[O:37][CH:38]([C:39]#[N:40])[C:41]2[CH:46]=[CH:45][CH:44]=[CH:43][CH:42]=2)=[C:18]([CH3:24])[CH:17]=1. Given the reactants [CH3:1][O:2][C:3]1[CH:4]=[C:5]2[C:10](=[CH:11][C:12]=1[O:13][CH3:14])[N:9]=[CH:8][CH:7]=[C:6]2[O:15][C:16]1[C:22]([CH3:23])=[CH:21][C:19]([NH2:20])=[C:18]([CH3:24])[CH:17]=1.Cl[C:26](Cl)([O:28]C(=O)OC(Cl)(Cl)Cl)Cl.[OH:37][CH:38]([C:41]1[CH:46]=[CH:45][CH:44]=[CH:43][CH:42]=1)[C:39]#[N:40].C(=O)(O)[O-].[Na+], predict the reaction product. (4) Given the reactants [OH:1][C:2]1[C:7]2[C@@:8]3([OH:45])[C@@:21]([O:25][CH3:26])([C@H:22]([OH:24])[CH2:23][C:6]=2[CH:5]=[C:4]([CH3:46])[C:3]=1[C:47]([O:49][CH3:50])=[O:48])[C:20](=[O:27])[C:19]1[C:10](=[CH:11][C:12]2[C:13](=[O:43])[C:14]([NH:30][C@@H:31]4[C@H:36]([O:37][CH3:38])[C@H:35]([OH:39])[C@@H:34]([O:40][CH3:41])[C@H:33]([CH3:42])[O:32]4)=[CH:15][C:16](=O)[C:17]=2[C:18]=1[OH:28])[C:9]3=[O:44].[CH3:51][O:52][CH2:53][CH2:54][NH2:55], predict the reaction product. The product is: [OH:1][C:2]1[C:7]2[C@@:8]3([OH:45])[C@@:21]([O:25][CH3:26])([C@H:22]([OH:24])[CH2:23][C:6]=2[CH:5]=[C:4]([CH3:46])[C:3]=1[C:47]([O:49][CH3:50])=[O:48])[C:20](=[O:27])[C:19]1[C:10](=[CH:11][C:12]2[C:13](=[O:43])[C:14]([NH:30][C@@H:31]4[C@H:36]([O:37][CH3:38])[C@H:35]([OH:39])[C@@H:34]([O:40][CH3:41])[C@H:33]([CH3:42])[O:32]4)=[CH:15]/[C:16](=[N:55]\[CH2:54][CH2:53][O:52][CH3:51])/[C:17]=2[C:18]=1[OH:28])[C:9]3=[O:44].